Dataset: Catalyst prediction with 721,799 reactions and 888 catalyst types from USPTO. Task: Predict which catalyst facilitates the given reaction. (1) The catalyst class is: 19. Product: [NH2:1][C:2]1[C:11]([NH2:12])=[CH:10][CH:9]=[C:8]2[C:3]=1[C:4](=[O:15])[NH:5][CH:6]=[N:7]2. Reactant: [NH2:1][C:2]1[C:11]([N+:12]([O-])=O)=[CH:10][CH:9]=[C:8]2[C:3]=1[C:4](=[O:15])[NH:5][CH:6]=[N:7]2. (2) Reactant: [H-].[Na+].[CH3:3][C:4]([OH:13])([CH2:7][CH2:8][CH:9]=[C:10]([CH3:12])[CH3:11])[CH2:5][CH3:6].[CH2:14](Br)[CH:15]=[CH2:16]. Product: [CH2:16]([O:13][C:4]([CH3:3])([CH2:5][CH3:6])[CH2:7][CH2:8][CH:9]=[C:10]([CH3:12])[CH3:11])[CH:15]=[CH2:14]. The catalyst class is: 9. (3) Reactant: [H-].[Al+3].[Li+].[H-].[H-].[H-].[Cl:7][C:8]1[CH:13]=[CH:12][N:11]=[C:10]([CH:14]([CH3:16])[CH3:15])[C:9]=1[C:17]([O-])=[O:18]. Product: [Cl:7][C:8]1[CH:13]=[CH:12][N:11]=[C:10]([CH:14]([CH3:16])[CH3:15])[C:9]=1[CH2:17][OH:18]. The catalyst class is: 1. (4) Reactant: [CH3:1][O:2][C:3](=[O:18])[CH:4]=[C:5]1[CH2:10][CH2:9][N:8]([C:11]([O:13][C:14]([CH3:17])([CH3:16])[CH3:15])=[O:12])[CH2:7][CH2:6]1.O. Product: [CH3:1][O:2][C:3](=[O:18])[CH2:4][CH:5]1[CH2:6][CH2:7][N:8]([C:11]([O:13][C:14]([CH3:16])([CH3:15])[CH3:17])=[O:12])[CH2:9][CH2:10]1. The catalyst class is: 19. (5) Reactant: C([Li])CCC.[Cl:6][C:7]1[C:8]2[CH2:15][C:14](=[O:16])[NH:13][C:9]=2[N:10]=[CH:11][N:12]=1.CN(C)CCN(C)C.Br[CH2:26][C:27]1[CH:32]=[CH:31][C:30]([N+:33]([O-:35])=[O:34])=[CH:29][C:28]=1[CH2:36]Br. Product: [Cl:6][C:7]1[C:8]2[C:15]3([CH2:36][C:28]4[C:27](=[CH:32][CH:31]=[C:30]([N+:33]([O-:35])=[O:34])[CH:29]=4)[CH2:26]3)[C:14](=[O:16])[NH:13][C:9]=2[N:10]=[CH:11][N:12]=1. The catalyst class is: 1.